From a dataset of Reaction yield outcomes from USPTO patents with 853,638 reactions. Predict the reaction yield, written as a fraction of the theoretical maximum amount of product (1.0 means a 100% yield; for example, 0.34 means a 34% yield). (1) The reactants are [CH3:1][S:2]([NH:5][NH2:6])(=[O:4])=[O:3].CCN(C(C)C)C(C)C.C[O:17][C:18](=O)[C:19]1[CH:24]=[C:23]([C:25]2[N:26]([CH3:30])[CH:27]=[CH:28][CH:29]=2)[C:22]([C:31]([F:34])([F:33])[F:32])=[CH:21][C:20]=1[NH:35][C:36](OC1C=CC(Cl)=CC=1)=[O:37]. The catalyst is O1CCOCC1. The product is [CH3:30][N:26]1[CH:27]=[CH:28][CH:29]=[C:25]1[C:23]1[CH:24]=[C:19]2[C:20](=[CH:21][C:22]=1[C:31]([F:32])([F:33])[F:34])[NH:35][C:36](=[O:37])[N:6]([NH:5][S:2]([CH3:1])(=[O:4])=[O:3])[C:18]2=[O:17]. The yield is 0.800. (2) The reactants are Cl[C:2](OC(Cl)(Cl)Cl)=[O:3].[NH2:9][C:10]1[CH:18]=[CH:17][C:16]([F:19])=[CH:15][C:11]=1[C:12]([OH:14])=[O:13]. The catalyst is O1CCOCC1. The product is [F:19][C:16]1[CH:17]=[CH:18][C:10]2[NH:9][C:2](=[O:3])[O:13][C:12](=[O:14])[C:11]=2[CH:15]=1. The yield is 0.960. (3) The reactants are [CH2:1]([O:8][C@@H:9]1[C@@H:17]([OH:18])[C@@H:16]([OH:19])[C@@H:15]([CH3:20])[O:14][C@H:10]1[S:11][CH2:12][CH3:13])[C:2]1[CH:7]=[CH:6][CH:5]=[CH:4][CH:3]=1.CCN(CC)CC.[C:28](Cl)(=[O:35])[C:29]1[CH:34]=[CH:33][CH:32]=[CH:31][CH:30]=1. The catalyst is CN(C1C=CN=CC=1)C.C(Cl)Cl. The product is [C:28]([O:18][C@H:17]1[C@@H:16]([OH:19])[C@@H:15]([CH3:20])[O:14][C@@H:10]([S:11][CH2:12][CH3:13])[C@@H:9]1[O:8][CH2:1][C:2]1[CH:3]=[CH:4][CH:5]=[CH:6][CH:7]=1)(=[O:35])[C:29]1[CH:34]=[CH:33][CH:32]=[CH:31][CH:30]=1. The yield is 0.800. (4) The reactants are Cl[CH2:2][CH2:3][CH2:4][O:5][C:6]1[CH:11]=[CH:10][C:9]([NH:12][CH:13]=[C:14]2[C:22]3[C:17](=[CH:18][CH:19]=[CH:20][CH:21]=3)[NH:16][C:15]2=[O:23])=[CH:8][CH:7]=1.[Na+].[I-:25]. The catalyst is CC(C)=O. The product is [I:25][CH2:2][CH2:3][CH2:4][O:5][C:6]1[CH:11]=[CH:10][C:9]([NH:12][CH:13]=[C:14]2[C:22]3[C:17](=[CH:18][CH:19]=[CH:20][CH:21]=3)[NH:16][C:15]2=[O:23])=[CH:8][CH:7]=1. The yield is 1.00. (5) The catalyst is O. The product is [CH2:13]([C:15]1[N:16]=[C:17]([CH2:44][CH2:45][CH3:46])[N:18]([CH2:29][C:30]2[CH:35]=[CH:34][C:33]([C:36]3[CH:41]=[CH:40][CH:39]=[CH:38][C:37]=3[C:42]3[NH:3][C:4](=[O:7])[O:5][N:43]=3)=[CH:32][CH:31]=2)[C:19](=[O:28])[C:20]=1[CH2:21][N:22]1[CH2:23][CH2:24][O:25][CH2:26][CH2:27]1)[CH3:14]. The reactants are [Cl-].O[NH3+:3].[C:4](=[O:7])([O-])[OH:5].[Na+].CS(C)=O.[CH2:13]([C:15]1[N:16]=[C:17]([CH2:44][CH2:45][CH3:46])[N:18]([CH2:29][C:30]2[CH:35]=[CH:34][C:33]([C:36]3[C:37]([C:42]#[N:43])=[CH:38][CH:39]=[CH:40][CH:41]=3)=[CH:32][CH:31]=2)[C:19](=[O:28])[C:20]=1[CH2:21][N:22]1[CH2:27][CH2:26][O:25][CH2:24][CH2:23]1)[CH3:14]. The yield is 0.610. (6) The reactants are [OH:1][C@@H:2]1[C@H:6]([OH:7])[C@@H:5]([CH2:8][O:9][S:10](=[O:13])(=[O:12])[NH2:11])[CH2:4][C@H:3]1[NH:14][C:15]1[N:20]2[N:21]=[C:22]([C:24]3[CH:33]=[CH:32][CH:31]=[C:30]4[C:25]=3[CH:26]=[CH:27][C:28]([C:34]([O:36]C)=[O:35])=[CH:29]4)[CH:23]=[C:19]2[N:18]=[CH:17][CH:16]=1.CN(C=O)C.[OH-].[Na+]. No catalyst specified. The product is [OH:1][C@@H:2]1[C@H:6]([OH:7])[C@@H:5]([CH2:8][O:9][S:10](=[O:13])(=[O:12])[NH2:11])[CH2:4][C@H:3]1[NH:14][C:15]1[N:20]2[N:21]=[C:22]([C:24]3[CH:33]=[CH:32][CH:31]=[C:30]4[C:25]=3[CH:26]=[CH:27][C:28]([C:34]([OH:36])=[O:35])=[CH:29]4)[CH:23]=[C:19]2[N:18]=[CH:17][CH:16]=1. The yield is 0.0850. (7) The reactants are [CH3:1][N:2]([CH2:4][C:5]1[CH:6]=[C:7]([NH:11][C:12]([C@H:14]([NH:26][C:27]([N:29]2[CH2:34][CH2:33][N:32]([C:35]3[CH:40]=[CH:39][C:38]([F:41])=[CH:37][C:36]=3[CH:42]=[O:43])[CH2:31][CH2:30]2)=[O:28])[C@H:15]([C:17]2[C:25]3[C:20](=[CH:21][CH:22]=[CH:23][CH:24]=3)[NH:19][CH:18]=2)[CH3:16])=[O:13])[CH:8]=[CH:9][CH:10]=1)[CH3:3].C1(C)C=CC(S([CH2:53][N+:54]#[C-:55])(=O)=O)=CC=1.C(=O)([O-])[O-].[K+].[K+]. The catalyst is CO.C(OCC)(=O)C. The product is [CH3:1][N:2]([CH2:4][C:5]1[CH:6]=[C:7]([NH:11][C:12]([C@H:14]([NH:26][C:27]([N:29]2[CH2:34][CH2:33][N:32]([C:35]3[CH:40]=[CH:39][C:38]([F:41])=[CH:37][C:36]=3[C:42]3[O:43][CH:55]=[N:54][CH:53]=3)[CH2:31][CH2:30]2)=[O:28])[C@H:15]([C:17]2[C:25]3[C:20](=[CH:21][CH:22]=[CH:23][CH:24]=3)[NH:19][CH:18]=2)[CH3:16])=[O:13])[CH:8]=[CH:9][CH:10]=1)[CH3:3]. The yield is 0.490.